From a dataset of Peptide-MHC class II binding affinity with 134,281 pairs from IEDB. Regression. Given a peptide amino acid sequence and an MHC pseudo amino acid sequence, predict their binding affinity value. This is MHC class II binding data. (1) The peptide sequence is AFILDGDNLFPKD. The MHC is DRB1_0401 with pseudo-sequence DRB1_0401. The binding affinity (normalized) is 0.372. (2) The peptide sequence is EHRWREIYNMVKFRM. The MHC is DRB3_0202 with pseudo-sequence DRB3_0202. The binding affinity (normalized) is 0.310.